This data is from Peptide-MHC class II binding affinity with 134,281 pairs from IEDB. The task is: Regression. Given a peptide amino acid sequence and an MHC pseudo amino acid sequence, predict their binding affinity value. This is MHC class II binding data. (1) The peptide sequence is LLGLLAPLASAQLSR. The MHC is HLA-DQA10401-DQB10402 with pseudo-sequence HLA-DQA10401-DQB10402. The binding affinity (normalized) is 0.224. (2) The peptide sequence is ARARRAAIAAAGASR. The MHC is HLA-DPA10301-DPB10402 with pseudo-sequence HLA-DPA10301-DPB10402. The binding affinity (normalized) is 0. (3) The peptide sequence is EKKYFAATQFEALAA. The MHC is HLA-DQA10501-DQB10301 with pseudo-sequence HLA-DQA10501-DQB10301. The binding affinity (normalized) is 0.690. (4) The peptide sequence is SSKLNKFISPKSVIG. The MHC is DRB1_0301 with pseudo-sequence DRB1_0301. The binding affinity (normalized) is 0.475.